This data is from Full USPTO retrosynthesis dataset with 1.9M reactions from patents (1976-2016). The task is: Predict the reactants needed to synthesize the given product. (1) Given the product [CH3:23][N:24]1[CH2:29][CH2:28][N:27]([S:30]([C:33]2[CH:34]=[C:35]([NH:39][C:20]([C:19]3[CH:18]=[N:17][N:11]4[C:12]([CH:14]([F:15])[F:16])=[CH:13][C:8]([C:5]5[CH:6]=[CH:7][C:2]([Cl:1])=[CH:3][CH:4]=5)=[N:9][C:10]=34)=[O:21])[CH:36]=[CH:37][CH:38]=2)(=[O:32])=[O:31])[CH2:26][CH2:25]1, predict the reactants needed to synthesize it. The reactants are: [Cl:1][C:2]1[CH:7]=[CH:6][C:5]([C:8]2[CH:13]=[C:12]([CH:14]([F:16])[F:15])[N:11]3[N:17]=[CH:18][C:19]([C:20](O)=[O:21])=[C:10]3[N:9]=2)=[CH:4][CH:3]=1.[CH3:23][N:24]1[CH2:29][CH2:28][N:27]([S:30]([C:33]2[CH:34]=[C:35]([NH2:39])[CH:36]=[CH:37][CH:38]=2)(=[O:32])=[O:31])[CH2:26][CH2:25]1. (2) Given the product [CH3:17][O:16][CH2:20][O:1][CH2:2][CH2:3][N:4]1[CH2:8][CH2:7][CH2:6][CH2:5]1, predict the reactants needed to synthesize it. The reactants are: [OH:1][CH2:2][CH2:3][N:4]1[CH2:8][CH2:7][CH2:6][CH2:5]1.C(N(CC)CC)C.[O:16]1[CH2:20]CC[CH2:17]1.COCCl. (3) Given the product [CH3:9][C@@H:8]([C:7]1[CH:19]=[CH:18][C:17]([CH2:29][C:44]2[S:45][CH:46]=[C:47]([C:49]([F:50])([F:51])[F:52])[N:48]=2)=[CH:22][CH:21]=1)[C:54]#[CH:55], predict the reactants needed to synthesize it. The reactants are: COP([CH2:7][C:8](=O)[CH3:9])(=O)OC.C([O-])([O-])=O.[K+].[K+].[C:17]1([CH3:29])[CH:22]=[CH:21]C(S(N=[N+]=[N-])(=O)=O)=[CH:19][CH:18]=1.CC(C(=O)[C@@H](C1C=CC(N[C:44]2[S:45][CH:46]=[C:47]([C:49]([F:52])([F:51])[F:50])[N:48]=2)=CC=1)C)C=O.[CH3:54][C:55]#N. (4) Given the product [CH3:15][N:16]1[C:20]([C:21]([F:24])([F:23])[F:22])=[C:19]([CH2:25][NH2:5])[CH:18]=[N:17]1, predict the reactants needed to synthesize it. The reactants are: CC1N(C2C=CC=CC=2)[N:5]=CC=1CN.[CH3:15][N:16]1[C:20]([C:21]([F:24])([F:23])[F:22])=[C:19]([C:25](OCC)=O)[CH:18]=[N:17]1.